Dataset: Full USPTO retrosynthesis dataset with 1.9M reactions from patents (1976-2016). Task: Predict the reactants needed to synthesize the given product. Given the product [NH2:7][C:8]1[CH:9]=[C:10]([CH:11]=[CH:12][CH:13]=1)[O:14][C:15]1[N:20]=[C:19]2[S:21][C:22]([NH:24][C:25]([CH:27]3[CH2:29][CH2:28]3)=[O:26])=[N:23][C:18]2=[CH:17][CH:16]=1, predict the reactants needed to synthesize it. The reactants are: C(OC(=O)[NH:7][C:8]1[CH:13]=[CH:12][CH:11]=[C:10]([O:14][C:15]2[N:20]=[C:19]3[S:21][C:22]([NH:24][C:25]([CH:27]4[CH2:29][CH2:28]4)=[O:26])=[N:23][C:18]3=[CH:17][CH:16]=2)[CH:9]=1)(C)(C)C.C1(OC)C=CC=CC=1.